This data is from Reaction yield outcomes from USPTO patents with 853,638 reactions. The task is: Predict the reaction yield, written as a fraction of the theoretical maximum amount of product (1.0 means a 100% yield; for example, 0.34 means a 34% yield). (1) The yield is 0.860. The product is [Br:1][C:2]1[C:7]([CH2:8][CH3:9])=[CH:6][C:5]([O:10][CH2:28][O:27][CH2:26][CH2:25][Si:22]([CH3:24])([CH3:23])[CH3:21])=[C:4]([F:11])[CH:3]=1. The reactants are [Br:1][C:2]1[C:7]([CH2:8][CH3:9])=[CH:6][C:5]([OH:10])=[C:4]([F:11])[CH:3]=1.CCN(C(C)C)C(C)C.[CH3:21][Si:22]([CH2:25][CH2:26][O:27][CH2:28]Cl)([CH3:24])[CH3:23]. The catalyst is C(Cl)Cl. (2) The reactants are [C:1]([C:5]1[N:9]([CH2:10][CH:11]2[CH2:16][CH2:15][O:14][CH2:13][CH2:12]2)[C:8]2[CH:17]=[CH:18][C:19]([S:21](Cl)(=[O:23])=[O:22])=[CH:20][C:7]=2[N:6]=1)([CH3:4])([CH3:3])[CH3:2].[NH:25]1[CH2:28][CH2:27][CH2:26]1. The catalyst is CN(C1C=CN=CC=1)C.CC#N. The product is [N:25]1([S:21]([C:19]2[CH:18]=[CH:17][C:8]3[N:9]([CH2:10][CH:11]4[CH2:16][CH2:15][O:14][CH2:13][CH2:12]4)[C:5]([C:1]([CH3:4])([CH3:3])[CH3:2])=[N:6][C:7]=3[CH:20]=2)(=[O:23])=[O:22])[CH2:28][CH2:27][CH2:26]1. The yield is 0.460. (3) The catalyst is CS(C)=O. The product is [C:27]([CH2:12][CH:13]([NH:19][C:20](=[O:21])[O:22][C:23]([CH3:24])([CH3:25])[CH3:26])[C:14]1[CH:18]=[CH:17][S:16][CH:15]=1)#[N:28]. The yield is 0.250. The reactants are CC1C=CC(S(O[CH2:12][CH:13]([NH:19][C:20]([O:22][C:23]([CH3:26])([CH3:25])[CH3:24])=[O:21])[C:14]2[CH:18]=[CH:17][S:16][CH:15]=2)(=O)=O)=CC=1.[C-:27]#[N:28].[Na+].[Na+].[Cl-]. (4) The reactants are [F:1][C:2]([F:13])([F:12])[C:3]1[CH:11]=[CH:10][CH:9]=[CH:8][C:4]=1[C:5](Cl)=[O:6].[NH2:14][C:15]1[C:23]([C:24](=[O:32])[NH:25][C:26]2[CH:31]=[CH:30][CH:29]=[CH:28][N:27]=2)=[CH:22][CH:21]=[CH:20][C:16]=1[C:17](O)=[O:18].O. The catalyst is N1C=CC=CC=1. The product is [O:18]=[C:17]1[O:6][C:5]([C:4]2[CH:8]=[CH:9][CH:10]=[CH:11][C:3]=2[C:2]([F:13])([F:12])[F:1])=[N:14][C:15]2[C:23]([C:24]([NH:25][C:26]3[CH:31]=[CH:30][CH:29]=[CH:28][N:27]=3)=[O:32])=[CH:22][CH:21]=[CH:20][C:16]1=2. The yield is 0.380. (5) The reactants are [NH:1]1[C:9]2[C:4](=[CH:5][CH:6]=[CH:7][C:8]=2[C:10]([OH:12])=O)[CH:3]=[CH:2]1.CN(C(ON1N=NC2C=CC=CC1=2)=[N+](C)C)C.[B-](F)(F)(F)F.C(N(CC)C(C)C)(C)C.[C:44]([C:48]1[CH:64]=[CH:63][C:51]([CH2:52][NH:53][CH2:54][CH2:55][C:56]2[CH:61]=[CH:60][CH:59]=[CH:58][C:57]=2[F:62])=[CH:50][CH:49]=1)([CH3:47])([CH3:46])[CH3:45]. The catalyst is CN(C=O)C.O. The product is [C:44]([C:48]1[CH:64]=[CH:63][C:51]([CH2:52][N:53]([CH2:54][CH2:55][C:56]2[CH:61]=[CH:60][CH:59]=[CH:58][C:57]=2[F:62])[C:10]([C:8]2[CH:7]=[CH:6][CH:5]=[C:4]3[C:9]=2[NH:1][CH:2]=[CH:3]3)=[O:12])=[CH:50][CH:49]=1)([CH3:47])([CH3:45])[CH3:46]. The yield is 0.830.